This data is from Reaction yield outcomes from USPTO patents with 853,638 reactions. The task is: Predict the reaction yield, written as a fraction of the theoretical maximum amount of product (1.0 means a 100% yield; for example, 0.34 means a 34% yield). (1) The reactants are C1C(=O)N([Br:8])C(=O)C1.[CH3:9][C:10]1[S:14][C:13]([C:15]([O:17][CH3:18])=[O:16])=[CH:12][C:11]=1[C:19]1[N:23]([CH3:24])[N:22]=[CH:21][CH:20]=1. The catalyst is O1CCCC1. The product is [Br:8][C:20]1[CH:21]=[N:22][N:23]([CH3:24])[C:19]=1[C:11]1[CH:12]=[C:13]([C:15]([O:17][CH3:18])=[O:16])[S:14][C:10]=1[CH3:9]. The yield is 0.920. (2) The reactants are [Si:1]([O:8][CH2:9][C:10]1[N:11]([CH3:45])[C:12]2[CH:13]=[C:14]3[CH:23]=[CH:22][CH2:21][C:20]4[C:24]([OH:44])=[C:25]([C:40]([O:42][CH3:43])=[O:41])[C:26](=[O:39])[N:27]([CH2:28][C:29]5[CH:34]=[CH:33][C:32]([O:35][CH3:36])=[CH:31][C:30]=5[O:37][CH3:38])[C:19]=4[C:15]3=[CH:16][C:17]=2[CH:18]=1)([C:4]([CH3:7])([CH3:6])[CH3:5])([CH3:3])[CH3:2].C1C=CC(P(C2C=CC=CC=2)C2C=CC=CC=2)=CC=1.[CH2:65](O)[C:66]1[CH:71]=[CH:70][CH:69]=[CH:68][CH:67]=1.CC(OC(/N=N/C(OC(C)C)=O)=O)C. The catalyst is C1COCC1. The product is [CH2:65]([O:44][C:24]1[C:20]2[CH2:21][CH:22]=[CH:23][C:14]3[C:15](=[CH:16][C:17]4[CH:18]=[C:10]([CH2:9][O:8][Si:1]([C:4]([CH3:7])([CH3:5])[CH3:6])([CH3:2])[CH3:3])[N:11]([CH3:45])[C:12]=4[CH:13]=3)[C:19]=2[N:27]([CH2:28][C:29]2[CH:34]=[CH:33][C:32]([O:35][CH3:36])=[CH:31][C:30]=2[O:37][CH3:38])[C:26](=[O:39])[C:25]=1[C:40]([O:42][CH3:43])=[O:41])[C:66]1[CH:71]=[CH:70][CH:69]=[CH:68][CH:67]=1. The yield is 0.900.